This data is from Catalyst prediction with 721,799 reactions and 888 catalyst types from USPTO. The task is: Predict which catalyst facilitates the given reaction. Reactant: [CH3:1][C:2]([O:5][C:6]([N:8]1[CH2:14][CH2:13][C:12]2[CH:15]=[CH:16][C:17](B(O)O)=[CH:18][C:11]=2[CH2:10][CH2:9]1)=[O:7])([CH3:4])[CH3:3].[C:22]([O:33][CH3:34])(=[O:32])[C:23]1[CH:31]=[CH:30][C:28]([OH:29])=[C:25]([O:26][CH3:27])[CH:24]=1.C(N(CC)CC)C. Product: [CH3:27][O:26][C:25]1[CH:24]=[C:23]([C:22]([O:33][CH3:34])=[O:32])[CH:31]=[CH:30][C:28]=1[O:29][C:17]1[CH:16]=[CH:15][C:12]2[CH2:13][CH2:14][N:8]([C:6]([O:5][C:2]([CH3:4])([CH3:3])[CH3:1])=[O:7])[CH2:9][CH2:10][C:11]=2[CH:18]=1. The catalyst class is: 221.